From a dataset of Reaction yield outcomes from USPTO patents with 853,638 reactions. Predict the reaction yield, written as a fraction of the theoretical maximum amount of product (1.0 means a 100% yield; for example, 0.34 means a 34% yield). (1) The reactants are [NH2:1][C@@H:2]([CH2:33][C:34]1[CH:39]=[CH:38][CH:37]=[CH:36][CH:35]=1)[C@@H:3]([OH:32])[CH2:4][C@@H:5]([NH:19][C:20]([C@@H:22]([NH:27][C:28](=[O:31])[O:29][CH3:30])[C:23]([CH3:26])([CH3:25])[CH3:24])=[O:21])[CH2:6][C:7]1[CH:12]=[CH:11][C:10]([C:13]2[CH:18]=[CH:17][CH:16]=[CH:15][N:14]=2)=[CH:9][CH:8]=1.[CH:40]([C:43]1[S:44][CH:45]=[C:46]([CH2:48][N:49]2[C:53](=[O:54])[CH2:52][N:51]([C@@H:55]([C@@H:59]([CH3:62])[CH2:60][CH3:61])[C:56](O)=[O:57])[C:50]2=[O:63])[N:47]=1)([CH3:42])[CH3:41].CCOP(ON1N=NC2C=CC=CC=2C1=O)(OCC)=O.C(N(CC)C(C)C)(C)C. The catalyst is C1COCC1. The product is [OH:32][C@H:3]([C@@H:2]([NH:1][C:56](=[O:57])[C@@H:55]([N:51]1[CH2:52][C:53](=[O:54])[N:49]([CH2:48][C:46]2[N:47]=[C:43]([CH:40]([CH3:42])[CH3:41])[S:44][CH:45]=2)[C:50]1=[O:63])[CH:59]([CH3:62])[CH2:60][CH3:61])[CH2:33][C:34]1[CH:35]=[CH:36][CH:37]=[CH:38][CH:39]=1)[CH2:4][C@@H:5]([NH:19][C:20]([C@@H:22]([NH:27][C:28](=[O:31])[O:29][CH3:30])[C:23]([CH3:26])([CH3:25])[CH3:24])=[O:21])[CH2:6][C:7]1[CH:12]=[CH:11][C:10]([C:13]2[CH:18]=[CH:17][CH:16]=[CH:15][N:14]=2)=[CH:9][CH:8]=1. The yield is 0.670. (2) The reactants are [Cl:1][C:2]1[N:7]=[CH:6][N:5]=[C:4]([C:8](OC)=[O:9])[CH:3]=1.O1CCCC1.[BH4-].[Na+]. The product is [Cl:1][C:2]1[N:7]=[CH:6][N:5]=[C:4]([CH2:8][OH:9])[CH:3]=1. The catalyst is C(O)C. The yield is 0.600. (3) The reactants are [I:1]I.[OH:3][C:4]1[CH:11]=[CH:10][C:7]([C:8]#[N:9])=[C:6]([S:12][CH3:13])[N:5]=1. The catalyst is C(O)C.S([O-])([O-])(=O)=O.[Ag+2]. The product is [OH:3][C:4]1[C:11]([I:1])=[CH:10][C:7]([C:8]#[N:9])=[C:6]([S:12][CH3:13])[N:5]=1. The yield is 0.900. (4) The reactants are [F:1][C:2]1[CH:11]=[CH:10][C:9]2[C:4](=[N:5][C:6]([OH:18])=[C:7]([C:13]([O:15][CH2:16][CH3:17])=[O:14])[N+:8]=2[O-])[CH:3]=1.P(Br)(Br)Br.O. The yield is 0.670. The product is [F:1][C:2]1[CH:3]=[C:4]2[C:9](=[CH:10][CH:11]=1)[N:8]=[C:7]([C:13]([O:15][CH2:16][CH3:17])=[O:14])[C:6]([OH:18])=[N:5]2. The catalyst is CN(C)C=O. (5) The reactants are [Li]CCCC.Br[C:7]1[CH:8]=[CH:9][CH:10]=[C:11]2[C:16]=1[N:15]=[CH:14][CH:13]=[CH:12]2.[CH3:17][C:18]1[C:19](=O)[CH2:20][CH2:21][C:22]=1[CH3:23].Cl.N. The catalyst is C1COCC1. The product is [N:15]1[C:16]2[C:11](=[CH:10][CH:9]=[CH:8][C:7]=2[C:19]2[CH2:20][CH:21]=[C:22]([CH3:23])[C:18]=2[CH3:17])[CH:12]=[CH:13][CH:14]=1. The yield is 0.400. (6) The reactants are [Br:1][C:2]1[CH:7]=[CH:6][CH:5]=[C:4]([N+:8]([O-])=O)[C:3]=1[N:11]1[CH2:15][CH2:14][CH2:13][CH:12]1[C:16]([O-:18])=O.[NH4+].[Cl-]. The catalyst is CO.O.[Fe]. The product is [Br:1][C:2]1[CH:7]=[CH:6][CH2:5][CH:4]2[C:3]=1[N:11]1[CH2:15][CH2:14][CH2:13][CH:12]1[C:16](=[O:18])[NH:8]2. The yield is 0.900. (7) The reactants are [CH3:1][O:2][CH2:3][CH2:4][O:5][C:6]1[N:7]=[CH:8][C:9]([S:12][C:13]2[CH:18]=[C:17]([CH3:19])[C:16]([C:20]3[N:21]=[C:22]([NH:25][C:26](=[O:33])[C:27]4[CH:32]=[CH:31][N:30]=[CH:29][CH:28]=4)[S:23][CH:24]=3)=[C:15]([CH3:34])[CH:14]=2)=[N:10][CH:11]=1.C(OC(=O)C)(=[O:37])C.OO. The catalyst is ClCCl. The product is [CH3:1][O:2][CH2:3][CH2:4][O:5][C:6]1[N:7]=[CH:8][C:9]([S:12]([C:13]2[CH:18]=[C:17]([CH3:19])[C:16]([C:20]3[N:21]=[C:22]([NH:25][C:26](=[O:33])[C:27]4[CH:28]=[CH:29][N:30]=[CH:31][CH:32]=4)[S:23][CH:24]=3)=[C:15]([CH3:34])[CH:14]=2)=[O:37])=[N:10][CH:11]=1. The yield is 0.490.